Task: Predict the reactants needed to synthesize the given product.. Dataset: Full USPTO retrosynthesis dataset with 1.9M reactions from patents (1976-2016) (1) Given the product [Br:29][C:30]1[CH:35]=[CH:34][C:33]([N:36]2[C:9]([C:6]3[CH:5]=[CH:4][C:3]([O:2][CH3:1])=[CH:8][CH:7]=3)=[C:10]([CH2:21][C:22]3[CH:27]=[CH:26][CH:25]=[CH:24][CH:23]=3)[C:11]([C:13]3[CH:18]=[CH:17][C:16]([O:19][CH3:20])=[CH:15][CH:14]=3)=[N:37]2)=[CH:32][CH:31]=1, predict the reactants needed to synthesize it. The reactants are: [CH3:1][O:2][C:3]1[CH:8]=[CH:7][C:6]([C:9](=O)[CH:10]([CH2:21][C:22]2[CH:27]=[CH:26][CH:25]=[CH:24][CH:23]=2)[C:11]([C:13]2[CH:18]=[CH:17][C:16]([O:19][CH3:20])=[CH:15][CH:14]=2)=O)=[CH:5][CH:4]=1.[Br:29][C:30]1[CH:35]=[CH:34][C:33]([NH:36][NH2:37])=[CH:32][CH:31]=1.Cl. (2) Given the product [Br:1][C:2]1[C:7]([CH3:8])=[CH:6][C:5]([C:16]2[CH:15]=[CH:14][C:13](=[O:27])[N:12]([CH3:11])[CH:17]=2)=[CH:4][C:3]=1[CH3:10], predict the reactants needed to synthesize it. The reactants are: [Br:1][C:2]1[C:7]([CH3:8])=[CH:6][C:5](I)=[CH:4][C:3]=1[CH3:10].[CH3:11][N:12]1[CH:17]=[C:16](B2OC(C)(C)C(C)(C)O2)[CH:15]=[CH:14][C:13]1=[O:27]. (3) Given the product [NH2:1][C:2]1[N:3]=[C:4]([C:18]2[O:19][CH2:20][CH2:21][CH:22]=2)[C:5]([C:16]#[N:17])=[C:6]([NH:30][CH2:29][C:28]2[CH:27]=[CH:26][C:25]([C:24]([F:23])([F:33])[F:34])=[CH:32][CH:31]=2)[N:7]=1, predict the reactants needed to synthesize it. The reactants are: [NH2:1][C:2]1[N:7]=[C:6](OS(C(F)(F)F)(=O)=O)[C:5]([C:16]#[N:17])=[C:4]([C:18]2[O:19][CH2:20][CH2:21][CH:22]=2)[N:3]=1.[F:23][C:24]([F:34])([F:33])[C:25]1[CH:32]=[CH:31][C:28]([CH2:29][NH2:30])=[CH:27][CH:26]=1. (4) Given the product [OH:12][CH2:11][CH2:10][S:9][C:5]1[CH:4]=[C:3]([CH:8]=[CH:7][CH:6]=1)[CH:2]=[O:1], predict the reactants needed to synthesize it. The reactants are: [OH:1][CH2:2][C:3]1[CH:4]=[C:5]([S:9][CH2:10][CH2:11][OH:12])[CH:6]=[CH:7][CH:8]=1. (5) Given the product [CH3:1][N:2]([CH2:33][CH2:34][C:35]([OH:37])=[O:36])[C:3](=[O:32])[C:4]1[CH:9]=[CH:8][C:7]([CH:10]([NH:14][C:15]2[CH:16]=[N:17][C:18]([N:21]3[CH:25]=[C:24]([C:26]4[CH:27]=[CH:28][CH:29]=[CH:30][CH:31]=4)[CH:23]=[N:22]3)=[CH:19][CH:20]=2)[CH2:11][CH2:12][CH3:13])=[CH:6][CH:5]=1, predict the reactants needed to synthesize it. The reactants are: [CH3:1][N:2]([CH2:33][CH2:34][C:35]([O:37]C(C)(C)C)=[O:36])[C:3](=[O:32])[C:4]1[CH:9]=[CH:8][C:7]([CH:10]([NH:14][C:15]2[CH:16]=[N:17][C:18]([N:21]3[CH:25]=[C:24]([C:26]4[CH:31]=[CH:30][CH:29]=[CH:28][CH:27]=4)[CH:23]=[N:22]3)=[CH:19][CH:20]=2)[CH2:11][CH2:12][CH3:13])=[CH:6][CH:5]=1.C(O)(C(F)(F)F)=O.CC#N. (6) Given the product [CH2:27]([O:29][C:30]1[CH:35]=[CH:34][C:33]([N:3]2[C:4](=[O:26])[C:5]([CH2:11][C:12]3[CH:17]=[CH:16][C:15]([C:18]4[C:19]([C:24]#[N:25])=[CH:20][CH:21]=[CH:22][CH:23]=4)=[CH:14][CH:13]=3)=[C:6]([CH2:8][CH2:9][CH3:10])[N:7]=[C:2]2[CH3:1])=[CH:32][CH:31]=1)[CH3:28], predict the reactants needed to synthesize it. The reactants are: [CH3:1][C:2]1[NH:3][C:4](=[O:26])[C:5]([CH2:11][C:12]2[CH:17]=[CH:16][C:15]([C:18]3[C:19]([C:24]#[N:25])=[CH:20][CH:21]=[CH:22][CH:23]=3)=[CH:14][CH:13]=2)=[C:6]([CH2:8][CH2:9][CH3:10])[N:7]=1.[CH2:27]([O:29][C:30]1[CH:35]=[CH:34][C:33](B(O)O)=[CH:32][CH:31]=1)[CH3:28].C(N(CC)CC)C.N1C=CC=CC=1. (7) Given the product [C:2]([C:7]1[N:8]=[C:9]([CH2:12][N:13]2[N:17]=[C:16]([NH:18][C:29](=[O:30])/[CH:28]=[CH:27]/[C:22]3[CH:23]=[CH:24][CH:25]=[CH:26][C:21]=3[C:20]([F:32])([F:33])[F:19])[CH:15]=[N:14]2)[S:10][CH:11]=1)(=[O:6])[CH3:1], predict the reactants needed to synthesize it. The reactants are: [CH3:1][C:2]1([C:7]2[N:8]=[C:9]([CH2:12][N:13]3[N:17]=[C:16]([NH2:18])[CH:15]=[N:14]3)[S:10][CH:11]=2)[O:6]CCO1.[F:19][C:20]([F:33])([F:32])[C:21]1[CH:26]=[CH:25][CH:24]=[CH:23][C:22]=1/[CH:27]=[CH:28]/[C:29](O)=[O:30]. (8) Given the product [CH2:18]([N:15]1[C:16]2[CH:17]=[C:9]3[N:8]=[C:7]([C:3]4[C:2]([NH:1][C:38](=[O:39])[C:37]5[CH:41]=[CH:42][C:34]([F:33])=[CH:35][CH:36]=5)=[CH:6][NH:5][N:4]=4)[NH:23][C:10]3=[CH:11][C:12]=2[C:13]([CH3:22])([CH3:21])[C:14]1=[O:20])[CH3:19], predict the reactants needed to synthesize it. The reactants are: [NH2:1][C:2]1[C:3]([C:7]2[NH:23][C:10]3=[CH:11][C:12]4[C:13]([CH3:22])([CH3:21])[C:14](=[O:20])[N:15]([CH2:18][CH3:19])[C:16]=4[CH:17]=[C:9]3[N:8]=2)=[N:4][NH:5][CH:6]=1.C(N(C(C)C)CC)(C)C.[F:33][C:34]1[CH:42]=[CH:41][C:37]([C:38](Cl)=[O:39])=[CH:36][CH:35]=1.[OH-].[Na+]. (9) Given the product [O:1]1[CH:5]=[CH:4][C:3]([C:28]2[C:27]([S:26][C:25]3[N:16]([CH2:15][CH2:14][CH2:13][NH:12][CH:10]([CH3:11])[CH3:9])[C:17]4[C:18]([N:24]=3)=[C:19]([NH2:23])[N:20]=[CH:21][N:22]=4)=[CH:32][C:31]3[O:33][CH2:34][O:35][C:30]=3[CH:29]=2)=[CH:2]1, predict the reactants needed to synthesize it. The reactants are: [O:1]1[CH:5]=[CH:4][C:3](B(O)O)=[CH:2]1.[CH3:9][CH:10]([NH:12][CH2:13][CH2:14][CH2:15][N:16]1[C:25]([S:26][C:27]2[CH:32]=[C:31]3[O:33][CH2:34][O:35][C:30]3=[CH:29][C:28]=2I)=[N:24][C:18]2[C:19]([NH2:23])=[N:20][CH:21]=[N:22][C:17]1=2)[CH3:11].C([O-])(O)=O.[Na+].CN(C=O)C.